This data is from Catalyst prediction with 721,799 reactions and 888 catalyst types from USPTO. The task is: Predict which catalyst facilitates the given reaction. (1) Reactant: Cl[C:2]1[C:7]([C:8]#[N:9])=[CH:6][C:5]([F:10])=[CH:4][N:3]=1.O.[NH2:12][NH2:13]. Product: [F:10][C:5]1[CH:6]=[C:7]2[C:8]([NH2:9])=[N:13][NH:12][C:2]2=[N:3][CH:4]=1. The catalyst class is: 51. (2) Reactant: [C:1]([O:5][C:6]([N:8]1[CH2:13][CH2:12][CH:11]([O:14][C:15]2[CH:20]=[CH:19][C:18]([N+:21]([O-])=O)=[CH:17][C:16]=2[Cl:24])[CH2:10][CH2:9]1)=[O:7])([CH3:4])([CH3:3])[CH3:2]. Product: [C:1]([O:5][C:6]([N:8]1[CH2:9][CH2:10][CH:11]([O:14][C:15]2[CH:20]=[CH:19][C:18]([NH2:21])=[CH:17][C:16]=2[Cl:24])[CH2:12][CH2:13]1)=[O:7])([CH3:4])([CH3:2])[CH3:3]. The catalyst class is: 183.